Dataset: Retrosynthesis with 50K atom-mapped reactions and 10 reaction types from USPTO. Task: Predict the reactants needed to synthesize the given product. Given the product CNCCOc1cc(-c2cn[nH]c2)ccc1NC(=O)C1COc2ccc(OC)cc2C1, predict the reactants needed to synthesize it. The reactants are: COc1ccc2c(c1)CC(C(=O)Nc1ccc(-c3cn[nH]c3)cc1OCCN(C)Cc1ccccc1)CO2.